This data is from Reaction yield outcomes from USPTO patents with 853,638 reactions. The task is: Predict the reaction yield, written as a fraction of the theoretical maximum amount of product (1.0 means a 100% yield; for example, 0.34 means a 34% yield). (1) The reactants are [C:1](=[O:8])([O:3][C:4]([CH3:7])([CH3:6])[CH3:5])[NH2:2].[OH-].[Na+].ClOC(C)(C)C.CC[C@@H]1[C@@H]2C[C@H:53]([C@@H:52]([O:51]C3C4C(=CC=CC=4)C([O:51][C@@H:52]([C:63]4C=CN=[C:69]5[C:64]=4[CH:65]=[C:66](OC)[CH:67]=[CH:68]5)[C@@H:53]4N5C[C@H](CC)[C@@H](CC5)C4)=NN=3)[C:63]3C=CN=[C:69]4[C:64]=3[CH:65]=[C:66](OC)[CH:67]=[CH:68]4)N(CC2)C1.[CH3:75][C@@H:76]([CH2:88][CH3:89])[CH2:77][O:78]C1C=CC(/C=C/C)=CC=1.S([O-])([O-])=O.[Na+].[Na+]. The catalyst is C(O)CC.O. The product is [C:4]([O:3][C:1](=[O:8])[NH:2][C@H:63]([C:64]1[CH:65]=[CH:66][C:67]([O:78][CH2:77][C@@H:76]([CH3:75])[CH2:88][CH3:89])=[CH:68][CH:69]=1)[C@H:52]([OH:51])[CH3:53])([CH3:7])([CH3:6])[CH3:5]. The yield is 0.760. (2) The reactants are [CH2:1]([O:3][C:4](=[O:19])/[CH:5]=[C:6](/[O:8][C:9]1[CH:14]=[CH:13][CH:12]=[CH:11][C:10]=1[O:15][CH:16]([CH3:18])[CH3:17])\[CH3:7])[CH3:2].[Br:20]N1C(=O)CCC1=O.C(OOC(=O)C1C=CC=CC=1)(=O)C1C=CC=CC=1. The catalyst is C(Cl)(Cl)(Cl)Cl. The product is [CH2:1]([O:3][C:4](=[O:19])/[CH:5]=[C:6](/[O:8][C:9]1[CH:14]=[CH:13][CH:12]=[CH:11][C:10]=1[O:15][CH:16]([CH3:18])[CH3:17])\[CH2:7][Br:20])[CH3:2]. The yield is 0.640. (3) The reactants are [I:1]N1C(=O)CCC1=O.[F:9][C:10]1[CH:15]=[CH:14][C:13]([N:16]2[CH2:21][CH2:20][C:19]3=[N:22][C:23]([CH2:25][O:26][C:27]4[CH:32]=[CH:31][CH:30]=[CH:29][CH:28]=4)=[CH:24][N:18]3[C:17]2=[O:33])=[CH:12][CH:11]=1. The catalyst is C(#N)C.C(O)(=O)C.C(Cl)Cl. The product is [F:9][C:10]1[CH:15]=[CH:14][C:13]([N:16]2[CH2:21][CH2:20][C:19]3=[N:22][C:23]([CH2:25][O:26][C:27]4[CH:28]=[CH:29][CH:30]=[CH:31][CH:32]=4)=[C:24]([I:1])[N:18]3[C:17]2=[O:33])=[CH:12][CH:11]=1. The yield is 0.560. (4) The reactants are [CH2:1]([C:8]1([OH:19])[CH2:11][N:10](C(OC(C)(C)C)=O)[CH2:9]1)[C:2]1[CH:7]=[CH:6][CH:5]=[CH:4][CH:3]=1.[ClH:20]. The yield is 0.900. The product is [ClH:20].[CH2:1]([C:8]1([OH:19])[CH2:11][NH:10][CH2:9]1)[C:2]1[CH:3]=[CH:4][CH:5]=[CH:6][CH:7]=1. No catalyst specified. (5) The reactants are [CH3:1][O:2][C:3]([CH:5]1[CH2:8][CH:7]([OH:9])[CH2:6]1)=[O:4].[H-].[Na+].[CH2:12](Br)[C:13]1[CH:18]=[CH:17][CH:16]=[CH:15][CH:14]=1. The catalyst is CN(C=O)C. The product is [CH3:1][O:2][C:3]([C@H:5]1[CH2:8][C@H:7]([O:9][CH2:12][C:13]2[CH:18]=[CH:17][CH:16]=[CH:15][CH:14]=2)[CH2:6]1)=[O:4]. The yield is 0.154. (6) The reactants are Cl[CH2:2][C:3]1[CH:22]=[CH:21][C:6]([CH2:7][O:8][C:9]2[CH:14]=[CH:13][C:12]([CH2:15][CH2:16][C:17]([O:19]C)=[O:18])=[CH:11][CH:10]=2)=[CH:5][CH:4]=1.Cl.Cl.[C:25]1([S:31]([CH2:34][CH2:35][N:36]2[CH2:41][CH2:40][NH:39][CH2:38][CH2:37]2)(=[O:33])=[O:32])[CH:30]=[CH:29][CH:28]=[CH:27][CH:26]=1.C(=O)([O-])[O-].[K+].[K+].[OH-].[Na+].Cl. The catalyst is CN(C)C=O.O. The product is [C:25]1([S:31]([CH2:34][CH2:35][N:36]2[CH2:41][CH2:40][N:39]([CH2:2][C:3]3[CH:22]=[CH:21][C:6]([CH2:7][O:8][C:9]4[CH:14]=[CH:13][C:12]([CH2:15][CH2:16][C:17]([OH:19])=[O:18])=[CH:11][CH:10]=4)=[CH:5][CH:4]=3)[CH2:38][CH2:37]2)(=[O:33])=[O:32])[CH:26]=[CH:27][CH:28]=[CH:29][CH:30]=1. The yield is 0.630. (7) The reactants are [CH:1]1[C:6]2[C:7]([O:9][C:10](=[O:11])[C:5]=2[CH:4]=[C:3]2[C:12]([O:14][C:15](=[O:16])[C:2]=12)=[O:13])=[O:8].C(N(CC)CC)C.[Cl:24][C:25]1[CH:49]=[CH:48][C:28]([O:29][C:30]2[CH:31]=[C:32]([CH:45]=[CH:46][CH:47]=2)[CH2:33][NH:34][C@@H:35]2[C:44]3[C:39](=[CH:40][CH:41]=[CH:42][CH:43]=3)[CH2:38][CH2:37][CH2:36]2)=[CH:27][CH:26]=1.C([O-])([O-])=[O:51].[Na+].[Na+].Cl. The yield is 0.520. The product is [Cl:24][C:25]1[CH:26]=[CH:27][C:28]([O:29][C:30]2[CH:31]=[C:32]([CH:45]=[CH:46][CH:47]=2)[CH2:33][N:34]([C@@H:35]2[C:44]3[C:39](=[CH:40][CH:41]=[CH:42][CH:43]=3)[CH2:38][CH2:37][CH2:36]2)[C:7]([C:6]2[CH:1]=[C:2]([C:15]([OH:14])=[O:16])[C:3]([C:12]([OH:51])=[O:13])=[CH:4][C:5]=2[C:10]([OH:9])=[O:11])=[O:8])=[CH:48][CH:49]=1. The catalyst is C1COCC1. (8) The reactants are C([O:8][C:9]1[CH:14]=[C:13]([O:15]CC2C=CC=CC=2)[CH:12]=[CH:11][C:10]=1[C:23]1(O)[CH2:27][CH2:26][O:25][CH2:24]1)C1C=CC=CC=1. The yield is 0.360. The product is [O:25]1[CH2:26][CH2:27][CH:23]([C:10]2[CH:11]=[CH:12][C:13]([OH:15])=[CH:14][C:9]=2[OH:8])[CH2:24]1. The catalyst is C(OCC)(=O)C.[Pd].